Dataset: Catalyst prediction with 721,799 reactions and 888 catalyst types from USPTO. Task: Predict which catalyst facilitates the given reaction. (1) Reactant: [Cl:1][C:2]1[N:3]=[C:4]([Cl:11])[C:5]2[CH:10]=[CH:9][NH:8][C:6]=2[N:7]=1.C(Cl)Cl.[I:15]N1C(=O)CCC1=O. Product: [Cl:1][C:2]1[N:3]=[C:4]([Cl:11])[C:5]2[C:10]([I:15])=[CH:9][NH:8][C:6]=2[N:7]=1. The catalyst class is: 195. (2) Reactant: Cl.[NH2:2][C:3]1[CH:4]=[C:5]([CH:10]=[C:11]([O:13][CH2:14][C:15]2[CH:20]=[CH:19][CH:18]=[CH:17][CH:16]=2)[CH:12]=1)[C:6]([O:8][CH3:9])=[O:7].C(Cl)(Cl)Cl.[CH:25]1([CH:28]=O)[CH2:27][CH2:26]1.C(O[BH-](OC(=O)C)OC(=O)C)(=O)C.[Na+]. Product: [CH2:14]([O:13][C:11]1[CH:10]=[C:5]([CH:4]=[C:3]([NH:2][CH2:28][CH:25]2[CH2:27][CH2:26]2)[CH:12]=1)[C:6]([O:8][CH3:9])=[O:7])[C:15]1[CH:20]=[CH:19][CH:18]=[CH:17][CH:16]=1. The catalyst class is: 6.